Dataset: Reaction yield outcomes from USPTO patents with 853,638 reactions. Task: Predict the reaction yield, written as a fraction of the theoretical maximum amount of product (1.0 means a 100% yield; for example, 0.34 means a 34% yield). (1) The reactants are Br[C:2]1[CH:3]=[C:4]2[C:11]3([O:15][N:14]([CH3:16])[C:13]([NH2:17])=[N:12]3)[CH2:10][CH:9]([CH:18]3[CH2:23][CH2:22][O:21][CH2:20][CH2:19]3)[O:8][C:5]2=[CH:6][CH:7]=1.[C:24]([C:26]1[CH:27]=[C:28](B(O)O)[CH:29]=[CH:30][CH:31]=1)#[N:25].C([O-])([O-])=O.[Cs+].[Cs+]. The catalyst is O1CCOCC1.Cl[Pd](Cl)([P](C1C=CC=CC=1)(C1C=CC=CC=1)C1C=CC=CC=1)[P](C1C=CC=CC=1)(C1C=CC=CC=1)C1C=CC=CC=1. The product is [NH2:17][C:13]1[N:14]([CH3:16])[O:15][C:11]2([C:4]3[C:5](=[CH:6][CH:7]=[C:2]([C:30]4[CH:31]=[C:26]([CH:27]=[CH:28][CH:29]=4)[C:24]#[N:25])[CH:3]=3)[O:8][CH:9]([CH:18]3[CH2:23][CH2:22][O:21][CH2:20][CH2:19]3)[CH2:10]2)[N:12]=1. The yield is 0.0500. (2) The reactants are [Si:1]([O:8][CH2:9][CH2:10][C:11]1[CH:12]=[N:13][N:14]([C:17]2[CH:22]=[C:21]([C:23]#[N:24])[CH:20]=[CH:19][N:18]=2)[C:15]=1[OH:16])([C:4]([CH3:7])([CH3:6])[CH3:5])([CH3:3])[CH3:2].[F:25][C:26]1[CH:31]=[CH:30][C:29]([CH2:32]O)=[CH:28][CH:27]=1. No catalyst specified. The product is [Si:1]([O:8][CH2:9][CH2:10][C:11]1[CH:12]=[N:13][N:14]([C:17]2[CH:22]=[C:21]([C:23]#[N:24])[CH:20]=[CH:19][N:18]=2)[C:15]=1[O:16][CH2:32][C:29]1[CH:30]=[CH:31][C:26]([F:25])=[CH:27][CH:28]=1)([C:4]([CH3:7])([CH3:5])[CH3:6])([CH3:3])[CH3:2]. The yield is 0.430. (3) The reactants are [C:1]([OH:6])(=[O:5])[CH:2]([CH3:4])[OH:3].[C:7]([O-])(=O)C(C)O.[NH4+].C(O)(=O)C=C.P([O-])([O-])([O-])=O.[Al+3].C(=O)C.C(O)(=O)CC.C(=O)=O.C(OC)(=O)C(C)O. No catalyst specified. The product is [C:1]([OH:6])(=[O:5])[CH:2]=[CH2:4].[C:1]([O:6][CH3:7])(=[O:5])[CH:2]=[CH2:4].[CH:2](=[O:3])[CH3:1]. The yield is 0.680. (4) The reactants are [CH3:1][N:2]1[C:6]([C:7]2[CH:12]=[CH:11][CH:10]=[CH:9][C:8]=2[C:13]([F:16])([F:15])[F:14])=[C:5]([CH3:17])[C:4]([C:18]([OH:20])=O)=[CH:3]1.C(Cl)(=O)C(Cl)=O.[CH3:27][S:28]([C:31]1[CH:37]=[CH:36][C:34]([NH2:35])=[CH:33][CH:32]=1)(=[O:30])=[O:29].CCN(C(C)C)C(C)C. The catalyst is C(Cl)Cl.C1COCC1. The product is [CH3:27][S:28]([C:31]1[CH:37]=[CH:36][C:34]([NH:35][C:18]([C:4]2[C:5]([CH3:17])=[C:6]([C:7]3[CH:12]=[CH:11][CH:10]=[CH:9][C:8]=3[C:13]([F:16])([F:14])[F:15])[N:2]([CH3:1])[CH:3]=2)=[O:20])=[CH:33][CH:32]=1)(=[O:29])=[O:30]. The yield is 0.280. (5) The reactants are [Br:1][C:2]1[CH:3]=[C:4]([N:8]([CH3:10])N)[CH:5]=[CH:6][CH:7]=1.[N:11]12[CH2:18][CH:15]([CH2:16][CH2:17]1)[C:14](=O)[CH2:13][CH2:12]2.Cl. The catalyst is C(O)(C)C. The product is [Br:1][C:2]1[CH:7]=[CH:6][C:5]2[C:13]3[CH2:12][N:11]4[CH2:18][CH:15]([CH2:16][CH2:17]4)[C:14]=3[N:8]([CH3:10])[C:4]=2[CH:3]=1. The yield is 0.950. (6) The product is [S:41]([OH:44])(=[O:43])(=[O:42])[CH3:40].[Cl:1][C:2]1[CH:39]=[CH:38][C:5]([C:6]([NH:8][C:9]2[CH:10]=[CH:11][C:12]([C:13]([NH:15][CH2:16][CH2:17][CH2:18][CH2:19][N:20]3[CH2:25][CH2:24][CH:23]([C:26]4[CH:31]=[CH:30][C:29]([CH3:32])=[CH:28][C:27]=4[O:33][CH2:34][CH3:35])[CH2:22][CH2:21]3)=[O:14])=[CH:36][CH:37]=2)=[O:7])=[CH:4][CH:3]=1. The catalyst is CCO. The reactants are [Cl:1][C:2]1[CH:39]=[CH:38][C:5]([C:6]([NH:8][C:9]2[CH:37]=[CH:36][C:12]([C:13]([NH:15][CH2:16][CH2:17][CH2:18][CH2:19][N:20]3[CH2:25][CH2:24][CH:23]([C:26]4[CH:31]=[CH:30][C:29]([CH3:32])=[CH:28][C:27]=4[O:33][CH2:34][CH3:35])[CH2:22][CH2:21]3)=[O:14])=[CH:11][CH:10]=2)=[O:7])=[CH:4][CH:3]=1.[CH3:40][S:41]([OH:44])(=[O:43])=[O:42]. The yield is 0.694.